The task is: Predict the reaction yield, written as a fraction of the theoretical maximum amount of product (1.0 means a 100% yield; for example, 0.34 means a 34% yield).. This data is from Reaction yield outcomes from USPTO patents with 853,638 reactions. (1) The yield is 0.870. The catalyst is ClCCl.O. The reactants are [F:1][C:2]([F:16])([F:15])[C:3]1[CH:4]=[CH:5][C:6]([N:9]2[CH2:14][CH2:13][NH:12][CH2:11][CH2:10]2)=[N:7][CH:8]=1.[CH3:17][S:18](Cl)(=[O:20])=[O:19]. The product is [CH3:17][S:18]([N:12]1[CH2:11][CH2:10][N:9]([C:6]2[CH:5]=[CH:4][C:3]([C:2]([F:1])([F:15])[F:16])=[CH:8][N:7]=2)[CH2:14][CH2:13]1)(=[O:20])=[O:19]. (2) The reactants are [C:1]([N:8]1[CH:12]=[CH:11][N:10]=[CH:9]1)([N:3]1[CH:7]=[CH:6]N=[CH:4]1)=[O:2].[C:13]1([C:19]2([C:25]3[CH:30]=[CH:29][CH:28]=[CH:27][CH:26]=3)CCNC[CH2:20]2)[CH:18]=[CH:17][CH:16]=[CH:15][CH:14]=1.C1CCN2C(=NCCC2)CC1.C(OCC)(=O)C. The yield is 0.580. The product is [N:8]1([C:1]([N:3]2[CH2:4][CH2:20][C:19]([C:13]3[CH:18]=[CH:17][CH:16]=[CH:15][CH:14]=3)([C:25]3[CH:30]=[CH:29][CH:28]=[CH:27][CH:26]=3)[CH2:6][CH2:7]2)=[O:2])[CH:12]=[CH:11][N:10]=[CH:9]1. The catalyst is C1COCC1.CCCCCC. (3) The catalyst is CO.O1CCOCC1. The reactants are [CH2:1]([O:3][C:4]1[C:5]2[C:9]([CH:10]=[CH:11][CH:12]=1)=[N:8][N:7]1[C:13]([CH:18]3[CH2:23][CH2:22][N:21](C(OC(C)(C)C)=O)[CH:20]([CH3:31])[CH2:19]3)=[CH:14][C:15](=[O:17])[NH:16][C:6]=21)[CH3:2].[ClH:32]. The yield is 0.850. The product is [ClH:32].[CH2:1]([O:3][C:4]1[C:5]2[C:9]([CH:10]=[CH:11][CH:12]=1)=[N:8][N:7]1[C:13]([C@@H:18]3[CH2:23][CH2:22][NH:21][C@@H:20]([CH3:31])[CH2:19]3)=[CH:14][C:15](=[O:17])[NH:16][C:6]=21)[CH3:2]. (4) The reactants are [F:1][C:2]([F:19])([F:18])[C:3]([C:9]1[CH:14]=[CH:13][CH:12]=[C:11]([N+:15]([O-])=O)[CH:10]=1)([OH:8])[C:4]([F:7])([F:6])[F:5].C([O-])=O.[NH4+]. The catalyst is C(O)C.[Pd]. The product is [NH2:15][C:11]1[CH:10]=[C:9]([C:3]([OH:8])([C:2]([F:1])([F:18])[F:19])[C:4]([F:5])([F:6])[F:7])[CH:14]=[CH:13][CH:12]=1. The yield is 0.670. (5) The reactants are [Cl:1][C:2]1[N:7]=[C:6]([NH:8]C(=O)C(C)(C)C)[CH:5]=[C:4]([CH3:15])[CH:3]=1.[OH-].[Na+]. The catalyst is Cl. The product is [Cl:1][C:2]1[N:7]=[C:6]([NH2:8])[CH:5]=[C:4]([CH3:15])[CH:3]=1. The yield is 0.820.